From a dataset of Forward reaction prediction with 1.9M reactions from USPTO patents (1976-2016). Predict the product of the given reaction. (1) Given the reactants [Cl:1][C:2]1[C:11]2[C:6](=[CH:7][C:8]([O:30]C)=[C:9]([C:12]3[N:17]=[N:16][C:15]([N:18]([CH3:29])[CH:19]4[CH2:24][C:23]([CH3:26])([CH3:25])[NH:22][C:21]([CH3:28])([CH3:27])[CH2:20]4)=[CH:14][CH:13]=3)[CH:10]=2)[N:5]=[CH:4][CH:3]=1.B(Br)(Br)Br, predict the reaction product. The product is: [Cl:1][C:2]1[C:11]2[C:6](=[CH:7][C:8]([OH:30])=[C:9]([C:12]3[N:17]=[N:16][C:15]([N:18]([CH3:29])[CH:19]4[CH2:20][C:21]([CH3:27])([CH3:28])[NH:22][C:23]([CH3:26])([CH3:25])[CH2:24]4)=[CH:14][CH:13]=3)[CH:10]=2)[N:5]=[CH:4][CH:3]=1. (2) Given the reactants [Br:1][C:2]1[CH:7]=[CH:6][C:5]([OH:8])=[C:4]([N+:9]([O-])=O)[C:3]=1[O:12][C:13]1[CH:18]=[CH:17][CH:16]=[CH:15][CH:14]=1.C(O)C, predict the reaction product. The product is: [NH2:9][C:4]1[C:3]([O:12][C:13]2[CH:18]=[CH:17][CH:16]=[CH:15][CH:14]=2)=[C:2]([Br:1])[CH:7]=[CH:6][C:5]=1[OH:8]. (3) Given the reactants [Br:1][C:2]1[N:6]=[C:5](Br)[N:4]([CH3:8])[N:3]=1.C([Li])CCC.CCCCCC.CN(C)[CH:22]=[O:23], predict the reaction product. The product is: [Br:1][C:2]1[N:6]=[C:5]([CH:22]=[O:23])[N:4]([CH3:8])[N:3]=1. (4) Given the reactants C(N(CC)CC)C.[C:8]([OH:12])(=O)[CH2:9][CH3:10].Cl.C(N=C=NCCCN(C)C)C.ON1C2C=CC=CC=2N=N1.[CH3:35][C:36]1[C:44]([O:45][C@@H:46]2[CH2:51][CH2:50][C@H:49]([NH2:52])[CH2:48][CH2:47]2)=[CH:43][C:42]([CH3:53])=[C:41]2[C:37]=1[CH:38]=[N:39][NH:40]2, predict the reaction product. The product is: [CH3:35][C:36]1[C:44]([O:45][C@@H:46]2[CH2:51][CH2:50][C@H:49]([NH:52][C:8](=[O:12])[CH2:9][CH3:10])[CH2:48][CH2:47]2)=[CH:43][C:42]([CH3:53])=[C:41]2[C:37]=1[CH:38]=[N:39][NH:40]2.